This data is from Forward reaction prediction with 1.9M reactions from USPTO patents (1976-2016). The task is: Predict the product of the given reaction. (1) Given the reactants [CH2:1]([C:3]([O:5][CH:6](I)[C:7]([O:9][CH:10]([CH3:12])[CH3:11])=[O:8])=[S:4])[CH3:2].[C:14]([OH:27])(=[O:26])[CH2:15][CH2:16][CH2:17][CH2:18][CH2:19][CH2:20][CH2:21][CH2:22][CH2:23][CH2:24][CH3:25].C(N(C(C)C)CC)(C)C, predict the reaction product. The product is: [CH2:1]([C:3]([O:5][CH:6]([O:27][C:14](=[O:26])[CH2:15][CH2:16][CH2:17][CH2:18][CH2:19][CH2:20][CH2:21][CH2:22][CH2:23][CH2:24][CH3:25])[C:7]([O:9][CH:10]([CH3:12])[CH3:11])=[O:8])=[S:4])[CH3:2]. (2) Given the reactants COC1C=CC(C[NH:8][C:9]2[C:18]3[CH2:17][CH2:16][CH2:15][C:14]4[CH:19]=[C:20]([N:23]5[CH2:27][C@H:26]([CH2:28][NH:29][C:30](=[O:32])[CH3:31])[O:25][C:24]5=[O:33])[CH:21]=[CH:22][C:13]=4[C:12]=3[NH:11][N:10]=2)=CC=1.C([SiH](CC)CC)C.FC(F)(F)C(O)=O, predict the reaction product. The product is: [NH2:8][C:9]1[C:18]2[CH2:17][CH2:16][CH2:15][C:14]3[CH:19]=[C:20]([N:23]4[CH2:27][C@H:26]([CH2:28][NH:29][C:30](=[O:32])[CH3:31])[O:25][C:24]4=[O:33])[CH:21]=[CH:22][C:13]=3[C:12]=2[NH:11][N:10]=1. (3) Given the reactants [NH:1]([C:3]1[N:8]=[N:7][CH:6]=[C:5]([N:9]2[CH2:14][CH2:13][CH:12]([C:15]3[CH:22]=[CH:21][CH:20]=[CH:19][C:16]=3[C:17]#[N:18])[CH2:11][CH2:10]2)[C:4]=1[C:23]([F:26])([F:25])[F:24])[NH2:2].C1COCC1.[F:32][C:33]([F:39])([F:38])[CH2:34][C:35](Cl)=[O:36], predict the reaction product. The product is: [C:17]([C:16]1[CH:19]=[CH:20][CH:21]=[CH:22][C:15]=1[CH:12]1[CH2:13][CH2:14][N:9]([C:5]2[C:4]([C:23]([F:26])([F:25])[F:24])=[C:3]([NH:1][NH:2][C:35](=[O:36])[CH2:34][C:33]([F:39])([F:38])[F:32])[N:8]=[N:7][CH:6]=2)[CH2:10][CH2:11]1)#[N:18]. (4) Given the reactants [SH:1][C:2]1[O:3][C:4]2[CH:10]=[CH:9][CH:8]=[CH:7][C:5]=2[N:6]=1.C1C(=O)N(Cl)C(=O)C1.[Br-].[CH3:20][O:21][C:22]1[CH:23]=[C:24]([Zn+])[CH:25]=[C:26]([O:30][CH3:31])[C:27]=1[O:28][CH3:29], predict the reaction product. The product is: [CH3:31][O:30][C:26]1[CH:25]=[C:24]([S:1][C:2]2[O:3][C:4]3[CH:10]=[CH:9][CH:8]=[CH:7][C:5]=3[N:6]=2)[CH:23]=[C:22]([O:21][CH3:20])[C:27]=1[O:28][CH3:29]. (5) The product is: [OH:16][C:14]1[CH:15]=[C:6]([C:4]2[N:3]=[CH:2][S:1][CH:5]=2)[CH:7]=[C:8]2[C:13]=1[N:12]=[CH:11][NH:10][C:9]2=[O:33]. Given the reactants [S:1]1[CH:5]=[C:4]([C:6]2[CH:7]=[C:8]3[C:13](=[C:14]([O:16]COCC[Si](C)(C)C)[CH:15]=2)[N:12]=[CH:11][N:10](COCC[Si](C)(C)C)[C:9]3=[O:33])[N:3]=[CH:2]1, predict the reaction product. (6) Given the reactants [H-].[Na+].[C:3]([CH2:5][CH2:6][CH2:7][NH:8][S:9]([C:12]1[C:17]([CH3:18])=[CH:16][C:15]([CH3:19])=[CH:14][C:13]=1[CH3:20])(=[O:11])=[O:10])#[N:4].Br[CH2:22][CH2:23][CH2:24][CH2:25][C:26]#[N:27].CCCCCC.CCOC(C)=O, predict the reaction product. The product is: [C:26]([CH2:25][CH2:24][CH2:23][CH2:22][N:8]([CH2:7][CH2:6][CH2:5][C:3]#[N:4])[S:9]([C:12]1[C:17]([CH3:18])=[CH:16][C:15]([CH3:19])=[CH:14][C:13]=1[CH3:20])(=[O:10])=[O:11])#[N:27]. (7) The product is: [Br-:1].[CH2:20]([O:19][P+:17]([O:25][CH2:26][CH3:27])([O:22][CH2:23][CH3:24])[CH2:2][C:3]1[CH:12]=[CH:11][C:6]([C:7]([O:9][CH3:10])=[O:8])=[CH:5][C:4]=1[C:13]([F:16])([F:15])[F:14])[CH3:21]. Given the reactants [Br:1][CH2:2][C:3]1[CH:12]=[CH:11][C:6]([C:7]([O:9][CH3:10])=[O:8])=[CH:5][C:4]=1[C:13]([F:16])([F:15])[F:14].[P:17]([O:25][CH2:26][CH3:27])([O:22][CH2:23][CH3:24])([O:19][CH2:20][CH3:21])=O, predict the reaction product. (8) Given the reactants C(N(CC)CC)C.C(N1C=CN=C1)(N1C=CN=C1)=O.[NH:20]1[CH:24]=[C:23]([CH2:25][C:26]([OH:28])=O)[N:22]=[CH:21]1.[NH:29]1[CH2:34][CH2:33][CH2:32][C@@H:31]([NH:35][C:36]2[CH:41]=[CH:40][N:39]=[C:38]([C:42]3[N:46]4[CH:47]=[C:48]([C:51]#[N:52])[CH:49]=[CH:50][C:45]4=[N:44][CH:43]=3)[N:37]=2)[CH2:30]1, predict the reaction product. The product is: [NH:20]1[CH:24]=[C:23]([CH2:25][C:26]([N:29]2[CH2:34][CH2:33][CH2:32][C@@H:31]([NH:35][C:36]3[CH:41]=[CH:40][N:39]=[C:38]([C:42]4[N:46]5[CH:47]=[C:48]([C:51]#[N:52])[CH:49]=[CH:50][C:45]5=[N:44][CH:43]=4)[N:37]=3)[CH2:30]2)=[O:28])[N:22]=[CH:21]1. (9) The product is: [F:39][C:40]([F:45])([F:44])[C:41]([OH:43])=[O:42].[C:31]([C@H:27]1[CH2:28][CH2:29][CH2:30][N:26]1[C:24](=[O:25])[CH2:23][NH:22][C:18]1[CH:17]=[C:16]([NH:15][CH2:14][C:13]([N:9]2[CH2:10][CH2:11][CH2:12][C@@H:8]2[C:6]([OH:7])=[O:5])=[O:38])[CH:21]=[CH:20][CH:19]=1)([OH:33])=[O:32]. Given the reactants C([O:5][C:6]([C@H:8]1[CH2:12][CH2:11][CH2:10][N:9]1[C:13](=[O:38])[CH2:14][NH:15][C:16]1[CH:21]=[CH:20][CH:19]=[C:18]([NH:22][CH2:23][C:24]([N:26]2[CH2:30][CH2:29][CH2:28][C@@H:27]2[C:31]([O:33]C(C)(C)C)=[O:32])=[O:25])[CH:17]=1)=[O:7])(C)(C)C.[F:39][C:40]([F:45])([F:44])[C:41]([OH:43])=[O:42], predict the reaction product. (10) Given the reactants C(OC([N:8]1[CH2:17][CH2:16][C:15]2[C:10](=[CH:11][CH:12]=[CH:13][C:14]=2/[CH:18]=[CH:19]/[C:20]([O:22][CH2:23][CH3:24])=[O:21])[CH2:9]1)=O)(C)(C)C.[ClH:25].O1CCOCC1, predict the reaction product. The product is: [ClH:25].[CH2:23]([O:22][C:20](=[O:21])/[CH:19]=[CH:18]/[C:14]1[CH:13]=[CH:12][CH:11]=[C:10]2[C:15]=1[CH2:16][CH2:17][NH:8][CH2:9]2)[CH3:24].